Dataset: Catalyst prediction with 721,799 reactions and 888 catalyst types from USPTO. Task: Predict which catalyst facilitates the given reaction. Reactant: [Br:1][CH2:2][CH2:3][CH:4]([CH3:8])[C:5](Br)=[O:6].[CH3:9][OH:10]. Product: [CH3:9][O:10][C:5](=[O:6])[CH:4]([CH3:8])[CH2:3][CH2:2][Br:1]. The catalyst class is: 22.